From a dataset of Forward reaction prediction with 1.9M reactions from USPTO patents (1976-2016). Predict the product of the given reaction. (1) Given the reactants [Cl:1][C:2]1[CH:7]=[C:6]([O:8][C:9]2[CH:14]=[CH:13][C:12]([Cl:15])=[CH:11][CH:10]=2)[CH:5]=[CH:4][C:3]=1[C:16]1[N:17]=[C:18]([NH2:21])[S:19][CH:20]=1.[Cl:22][C:23]1[C:28]([Cl:29])=[C:27]([Cl:30])[CH:26]=[CH:25][C:24]=1[S:31](Cl)(=[O:33])=[O:32], predict the reaction product. The product is: [Cl:22][C:23]1[C:28]([Cl:29])=[C:27]([Cl:30])[CH:26]=[CH:25][C:24]=1[S:31]([NH:21][C:18]1[S:19][CH:20]=[C:16]([C:3]2[CH:4]=[CH:5][C:6]([O:8][C:9]3[CH:14]=[CH:13][C:12]([Cl:15])=[CH:11][CH:10]=3)=[CH:7][C:2]=2[Cl:1])[N:17]=1)(=[O:33])=[O:32]. (2) Given the reactants [Si:1]([O:18][C@H:19]1[C:24]([CH3:25])=[CH:23][CH2:22][C@@H:21]([C:26]([O:28][CH3:29])=[O:27])[CH2:20]1)([C:14]([CH3:17])([CH3:16])[CH3:15])([C:8]1[CH:13]=[CH:12][CH:11]=[CH:10][CH:9]=1)[C:2]1[CH:7]=[CH:6][CH:5]=[CH:4][CH:3]=1.OO.C([O-])(O)=[O:33].[Na+].O.CCOC(C)=O, predict the reaction product. The product is: [Si:1]([O:18][C@@H:19]1[CH2:20][C@H:21]([C:26]([O:28][CH3:29])=[O:27])[CH2:22][C@H:23]([OH:33])[C@H:24]1[CH3:25])([C:14]([CH3:17])([CH3:15])[CH3:16])([C:8]1[CH:13]=[CH:12][CH:11]=[CH:10][CH:9]=1)[C:2]1[CH:3]=[CH:4][CH:5]=[CH:6][CH:7]=1. (3) The product is: [Cl:26][C:2]([Cl:25])([Cl:1])[CH2:3][O:4][C:5]([C@@H:7]1[CH2:12][CH2:11][CH2:10][N:9]([C:13](=[O:24])[C@@H:14]([NH:16][C:17](=[O:23])[C@@H:18]([NH:22][C:43](=[O:44])[C@:42]([CH2:47][O:48][CH3:49])([CH3:46])/[CH:41]=[CH:40]/[C:34]2[CH:33]=[C:32]3[C:37]([CH:38]=[CH:39][C:30]([C@H:28]([OH:27])[CH3:29])=[N:31]3)=[CH:36][CH:35]=2)[CH:19]([CH3:21])[CH3:20])[CH3:15])[NH:8]1)=[O:6]. Given the reactants [Cl:1][C:2]([Cl:26])([Cl:25])[CH2:3][O:4][C:5]([C@@H:7]1[CH2:12][CH2:11][CH2:10][N:9]([C:13](=[O:24])[C@@H:14]([NH:16][C:17](=[O:23])[C@@H:18]([NH2:22])[CH:19]([CH3:21])[CH3:20])[CH3:15])[NH:8]1)=[O:6].[OH:27][C@@H:28]([C:30]1[CH:39]=[CH:38][C:37]2[C:32](=[CH:33][C:34](/[CH:40]=[CH:41]/[C@@:42]([CH2:47][O:48][CH3:49])([CH3:46])[C:43](O)=[O:44])=[CH:35][CH:36]=2)[N:31]=1)[CH3:29].F[P-](F)(F)(F)(F)F.CN(C(N(C)C)=[N+]1C2C(=NC=CC=2)[N+]([O-])=N1)C.C(N(CC)C(C)C)(C)C, predict the reaction product. (4) Given the reactants [CH3:1][C:2]1[CH:7]=[CH:6][C:5]([N+:8]([O-:10])=[O:9])=[CH:4][C:3]=1[NH:11][C:12](=[O:18])[O:13][C:14]([CH3:17])([CH3:16])[CH3:15].[C:19]([O-])([O-])=O.[Cs+].[Cs+].CI, predict the reaction product. The product is: [CH3:19][N:11]([C:3]1[CH:4]=[C:5]([N+:8]([O-:10])=[O:9])[CH:6]=[CH:7][C:2]=1[CH3:1])[C:12](=[O:18])[O:13][C:14]([CH3:15])([CH3:17])[CH3:16].